This data is from Catalyst prediction with 721,799 reactions and 888 catalyst types from USPTO. The task is: Predict which catalyst facilitates the given reaction. Reactant: Cl[CH2:2][C:3]([C:5]1[CH:6]=[N:7][C:8]([N:11]2[C:15]([CH3:16])=[CH:14][CH:13]=[C:12]2[CH3:17])=[CH:9][CH:10]=1)=[O:4].[BH4-].[Na+].[OH-].[Na+]. Product: [CH3:17][C:12]1[N:11]([C:8]2[CH:9]=[CH:10][C:5]([CH:3]3[CH2:2][O:4]3)=[CH:6][N:7]=2)[C:15]([CH3:16])=[CH:14][CH:13]=1. The catalyst class is: 1.